Task: Predict which catalyst facilitates the given reaction.. Dataset: Catalyst prediction with 721,799 reactions and 888 catalyst types from USPTO (1) Reactant: [CH2:1]([Zn]CC)C.ClCI.[CH3:9][O:10][C:11]1[CH:16]=[CH:15][C:14]([O:17][CH3:18])=[CH:13][C:12]=1[C:19]1([C:24]2[CH:29]=[CH:28][CH:27]=[CH:26][CH:25]=2)[CH2:22][C:21](=[CH2:23])[CH2:20]1. Product: [CH3:9][O:10][C:11]1[CH:16]=[CH:15][C:14]([O:17][CH3:18])=[CH:13][C:12]=1[C:19]1([C:24]2[CH:29]=[CH:28][CH:27]=[CH:26][CH:25]=2)[CH2:22][C:21]2([CH2:1][CH2:23]2)[CH2:20]1. The catalyst class is: 68. (2) Reactant: [OH:1][C:2]1[CH:3]=[C:4]([CH:9]=[CH:10][CH:11]=1)[C:5]([O:7][CH3:8])=[O:6].[C@@H:12](O)([CH2:14][CH3:15])[CH3:13].C1(P(C2C=CC=CC=2)C2C=CC=CC=2)C=CC=CC=1.CC(OC(/N=N/C(OC(C)C)=O)=O)C. Product: [CH3:13][C@@H:12]([O:1][C:2]1[CH:3]=[C:4]([CH:9]=[CH:10][CH:11]=1)[C:5]([O:7][CH3:8])=[O:6])[CH2:14][CH3:15]. The catalyst class is: 11. (3) Reactant: C(OC([N:11]1[CH2:17][CH2:16][C:15](=[O:18])[N:14]([CH2:19][CH2:20][CH2:21][N:22]2[CH2:27][CH2:26][CH2:25][CH2:24][CH2:23]2)[CH2:13][C@H:12]1[CH3:28])=O)C1C=CC=CC=1. Product: [CH3:28][C@@H:12]1[CH2:13][N:14]([CH2:19][CH2:20][CH2:21][N:22]2[CH2:27][CH2:26][CH2:25][CH2:24][CH2:23]2)[C:15](=[O:18])[CH2:16][CH2:17][NH:11]1. The catalyst class is: 19. (4) Reactant: C1(N[N:8]=[C:9]2[CH2:15][CH2:14][C:13](=[O:16])[NH:12][C:11]3[CH:17]=[CH:18][CH:19]=[N:20][C:10]2=3)C=CC=CC=1.[K+].[Br-].[C:23](#N)[CH3:24].O. Product: [N:20]1[C:10]2[C:9]3[NH:8][C:24]4[C:23]([C:15]=3[CH2:14][C:13](=[O:16])[NH:12][C:11]=2[CH:17]=[CH:18][CH:19]=1)=[CH:11][CH:10]=[CH:9][CH:15]=4. The catalyst class is: 400. (5) The catalyst class is: 12. Reactant: [N:1]1([C:6]2[C:10]3[CH2:11][N:12](C(OC(C)(C)C)=O)[CH2:13][CH2:14][C:9]=3[NH:8][N:7]=2)[CH2:5][CH2:4][CH2:3][CH2:2]1.Cl.O1CCOCC1. Product: [N:1]1([C:6]2[C:10]3[CH2:11][NH:12][CH2:13][CH2:14][C:9]=3[NH:8][N:7]=2)[CH2:2][CH2:3][CH2:4][CH2:5]1. (6) Reactant: [CH3:1][N:2]1[C:6]([CH3:7])=[C:5]([NH:8][C:9](=O)[CH3:10])[C:4]([CH3:12])=[N:3]1.[H-].[Na+].ClC1C=[C:20]([I:22])[C:19]([C:23]([F:26])([F:25])[F:24])=[CH:18][N:17]=1.O.[OH-].[Li+]. Product: [I:22][C:20]1[C:19]([C:23]([F:26])([F:25])[F:24])=[CH:18][N:17]=[C:9]([NH:8][C:5]2[C:4]([CH3:12])=[N:3][N:2]([CH3:1])[C:6]=2[CH3:7])[CH:10]=1. The catalyst class is: 161. (7) Reactant: [CH:1]([C:3]1[CH:11]=[CH:10][CH:9]=[CH:8][C:4]=1[C:5](O)=[O:6])=[O:2].[CH:12]([N:15](CC)[CH:16](C)C)(C)C.CNC.C(O)C. Product: [CH:1]([C:3]1[CH:11]=[CH:10][CH:9]=[CH:8][C:4]=1[C:5]([N:15]([CH3:16])[CH3:12])=[O:6])=[O:2]. The catalyst class is: 268.